This data is from Forward reaction prediction with 1.9M reactions from USPTO patents (1976-2016). The task is: Predict the product of the given reaction. (1) Given the reactants [Cl:1][C:2]1[CH:8]=[CH:7][C:5]([NH2:6])=[CH:4][C:3]=1[C:9]1[CH:14]=[CH:13][CH:12]=[CH:11][N:10]=1.[OH:15][CH2:16][CH2:17][S:18]([C:21]1[CH:29]=[CH:28][C:24]([C:25](O)=[O:26])=[CH:23][CH:22]=1)(=[O:20])=[O:19], predict the reaction product. The product is: [Cl:1][C:2]1[CH:8]=[CH:7][C:5]([NH:6][C:25](=[O:26])[C:24]2[CH:23]=[CH:22][C:21]([S:18]([CH2:17][CH2:16][OH:15])(=[O:20])=[O:19])=[CH:29][CH:28]=2)=[CH:4][C:3]=1[C:9]1[CH:14]=[CH:13][CH:12]=[CH:11][N:10]=1. (2) Given the reactants [Cl:1][C:2]1[N:3]=[CH:4][C:5]([NH:16][CH2:17][CH:18]2[CH2:23][CH2:22][O:21][CH2:20][CH2:19]2)=[N:6][C:7]=1[C:8]1[C:13]([Cl:14])=[CH:12][N:11]=[C:10](F)[CH:9]=1.[C@H:24]1([NH2:31])[CH2:29][CH2:28][C@H:27]([NH2:30])[CH2:26][CH2:25]1, predict the reaction product. The product is: [Cl:14][C:13]1[C:8]([C:7]2[C:2]([Cl:1])=[N:3][CH:4]=[C:5]([NH:16][CH2:17][CH:18]3[CH2:23][CH2:22][O:21][CH2:20][CH2:19]3)[N:6]=2)=[CH:9][C:10]([NH:30][C@H:27]2[CH2:28][CH2:29][C@H:24]([NH2:31])[CH2:25][CH2:26]2)=[N:11][CH:12]=1.